This data is from Catalyst prediction with 721,799 reactions and 888 catalyst types from USPTO. The task is: Predict which catalyst facilitates the given reaction. (1) Reactant: [Cl:1][C:2]1[CH:7]=[C:6]([I:8])[CH:5]=[CH:4][C:3]=1[OH:9].C([O-])([O-])=O.[K+].[K+].[CH3:16][CH:17]([Si:19](Cl)([CH:23]([CH3:25])[CH3:24])[CH:20]([CH3:22])[CH3:21])[CH3:18]. Product: [Cl:1][C:2]1[CH:7]=[C:6]([I:8])[CH:5]=[CH:4][C:3]=1[O:9][Si:19]([CH:23]([CH3:25])[CH3:24])([CH:20]([CH3:22])[CH3:21])[CH:17]([CH3:18])[CH3:16]. The catalyst class is: 10. (2) Product: [O:1]=[C:6]([NH:57][C@@H:50]([C:51]1[CH:56]=[CH:55][CH:54]=[CH:53][CH:52]=1)[CH3:49])[C:7]([C@@H:9]([NH:14][C:15](=[O:29])[O:16][C:17]1([CH2:22][C:23]2[CH:28]=[CH:27][CH:26]=[CH:25][CH:24]=2)[CH2:21][CH2:20][CH2:19][CH2:18]1)[CH2:10][CH2:11][CH2:12][CH3:13])=[O:8]. Reactant: [O:1]=[O+][O-].C([C:6](=P(C1C=CC=CC=1)(C1C=CC=CC=1)C1C=CC=CC=1)[C:7]([C@@H:9]([NH:14][C:15](=[O:29])[O:16][C:17]1([CH2:22][C:23]2[CH:28]=[CH:27][CH:26]=[CH:25][CH:24]=2)[CH2:21][CH2:20][CH2:19][CH2:18]1)[CH2:10][CH2:11][CH2:12][CH3:13])=[O:8])#N.[CH3:49][C@H:50]([NH2:57])[C:51]1[CH:56]=[CH:55][CH:54]=[CH:53][CH:52]=1. The catalyst class is: 4. (3) Reactant: [CH3:1][O:2][C:3]1[C:8]([N+:9]([O-:11])=[O:10])=[CH:7][N:6]=[C:5]([OH:12])[CH:4]=1.C([O-])([O-])=O.[K+].[K+].Br[CH2:20][CH2:21][O:22][Si:23]([C:26]([CH3:29])([CH3:28])[CH3:27])([CH3:25])[CH3:24]. Product: [Si:23]([O:22][CH2:21][CH2:20][O:12][C:5]1[CH:4]=[C:3]([O:2][CH3:1])[C:8]([N+:9]([O-:11])=[O:10])=[CH:7][N:6]=1)([C:26]([CH3:29])([CH3:28])[CH3:27])([CH3:25])[CH3:24]. The catalyst class is: 18. (4) Reactant: [CH3:1][O:2][C:3]1[CH:4]=[C:5]2[C:10](=[CH:11][C:12]=1[O:13][CH3:14])[N:9]=[CH:8][CH:7]=[C:6]2[O:15][C:16]1[CH:22]=[CH:21][C:19]([NH2:20])=[CH:18][CH:17]=1.ClC(Cl)(O[C:27](=[O:33])[O:28][C:29](Cl)(Cl)Cl)Cl.[O:35]1[CH2:40][CH2:39][N:38]([CH2:41]CO)[CH2:37][CH2:36]1.C(=O)(O)[O-].[Na+]. Product: [CH3:1][O:2][C:3]1[CH:4]=[C:5]2[C:10](=[CH:11][C:12]=1[O:13][CH3:14])[N:9]=[CH:8][CH:7]=[C:6]2[O:15][C:16]1[CH:22]=[CH:21][C:19]([NH:20][C:27](=[O:33])[O:28][CH2:29][CH2:41][N:38]2[CH2:39][CH2:40][O:35][CH2:36][CH2:37]2)=[CH:18][CH:17]=1. The catalyst class is: 208. (5) Reactant: C[O:2][C:3](=[O:14])[C:4]([C@H:7]1[CH2:12][CH2:11][C@@H:10]([OH:13])[CH2:9][CH2:8]1)([CH3:6])[CH3:5].[OH-].[Li+].Cl. Product: [OH:13][C@@H:10]1[CH2:9][CH2:8][C@H:7]([C:4]([CH3:6])([CH3:5])[C:3]([OH:14])=[O:2])[CH2:12][CH2:11]1. The catalyst class is: 5. (6) Reactant: [F:1][C:2]1[CH:3]=[C:4]([CH:18]=[CH:19][CH:20]=1)[CH2:5][O:6][C:7]1[CH:16]=[CH:15][C:14]2[C:13](=[O:17])[NH:12][CH2:11][CH2:10][C:9]=2[N:8]=1.[F:21][C:22]1[C:23]([Cl:30])=[C:24]([CH:27]=[CH:28][CH:29]=1)CBr.[CH3:31]C([O-])(C)C.[K+]. Product: [Cl:30][C:23]1[C:22]([F:21])=[C:29]([CH:28]=[CH:27][CH:24]=1)[CH2:31][N:12]1[CH2:11][CH2:10][C:9]2[N:8]=[C:7]([O:6][CH2:5][C:4]3[CH:18]=[CH:19][CH:20]=[C:2]([F:1])[CH:3]=3)[CH:16]=[CH:15][C:14]=2[C:13]1=[O:17]. The catalyst class is: 16.